From a dataset of Forward reaction prediction with 1.9M reactions from USPTO patents (1976-2016). Predict the product of the given reaction. (1) Given the reactants [NH2:1][C:2]1[CH:7]=[CH:6][C:5]([OH:8])=[CH:4][CH:3]=1.Cl[C:10]1[N:15]=[C:14]([C:16]#[N:17])[CH:13]=[CH:12][CH:11]=1.N1C=CN=C1.[Si:23](Cl)([C:26]([CH3:29])([CH3:28])[CH3:27])([CH3:25])[CH3:24], predict the reaction product. The product is: [Si:23]([O:8][C:5]1[CH:6]=[CH:7][C:2]([NH:1][C:10]2[N:15]=[C:14]([C:16]#[N:17])[CH:13]=[CH:12][CH:11]=2)=[CH:3][CH:4]=1)([C:26]([CH3:29])([CH3:28])[CH3:27])([CH3:25])[CH3:24]. (2) Given the reactants [Li]CCCC.Br[C:7]1[CH:23]=[CH:22][C:10]([O:11][Si:12]([CH:19]([CH3:21])[CH3:20])([CH:16]([CH3:18])[CH3:17])[CH:13]([CH3:15])[CH3:14])=[CH:9][C:8]=1[O:24][C@H:25]([C:29]1[O:30][CH:31]=[CH:32][CH:33]=1)[CH2:26][CH2:27]Cl, predict the reaction product. The product is: [O:30]1[CH:31]=[CH:32][CH:33]=[C:29]1[C@@H:25]1[CH2:26][CH2:27][C:7]2[C:8](=[CH:9][C:10]([O:11][Si:12]([CH:19]([CH3:21])[CH3:20])([CH:16]([CH3:18])[CH3:17])[CH:13]([CH3:15])[CH3:14])=[CH:22][CH:23]=2)[O:24]1.